From a dataset of Catalyst prediction with 721,799 reactions and 888 catalyst types from USPTO. Predict which catalyst facilitates the given reaction. (1) Reactant: [C:1]([O:7][CH2:8][CH3:9])(=[O:6])[CH2:2][C:3]([CH3:5])=[O:4].[Cl-].[Mg+2].[Cl-].N1C=CC=CC=1.[Cl:19][C:20]1[CH:28]=[CH:27]C(C(Cl)=O)=[CH:22][CH:21]=1.Cl. Product: [Cl:19][C:20]1[CH:28]=[CH:27][C:5]([C:3]([CH2:2][C:1]([O:7][CH2:8][CH3:9])=[O:6])=[O:4])=[CH:22][CH:21]=1. The catalyst class is: 4. (2) Reactant: [C:1]([C:4]1[C:9]([OH:10])=[CH:8][CH:7]=[C:6]([C:11]([CH3:13])=[CH2:12])[N:5]=1)([CH3:3])=[CH2:2].O1CCCC1. Product: [CH:1]([C:4]1[C:9]([OH:10])=[CH:8][CH:7]=[C:6]([CH:11]([CH3:13])[CH3:12])[N:5]=1)([CH3:3])[CH3:2]. The catalyst class is: 63. (3) Reactant: [CH2:1]([O:8][C:9]1[CH:10]=[CH:11][C:12](Br)=[C:13]([CH:17]=1)[C:14]([OH:16])=[O:15])[C:2]1[CH:7]=[CH:6][CH:5]=[CH:4][CH:3]=1.[Li]CCCC.[Cl:24][C:25]1[CH:26]=[C:27]([CH:34]=[CH:35][CH:36]=1)[C:28](N(OC)C)=[O:29].Cl. Product: [CH2:1]([O:8][C:9]1[CH:10]=[CH:11][C:12]([C:28](=[O:29])[C:27]2[CH:34]=[CH:35][CH:36]=[C:25]([Cl:24])[CH:26]=2)=[C:13]([CH:17]=1)[C:14]([OH:16])=[O:15])[C:2]1[CH:7]=[CH:6][CH:5]=[CH:4][CH:3]=1. The catalyst class is: 20. (4) Product: [CH3:1][O:2][C:3]([C:5]1[C:15]2[O:14][CH2:13][CH2:12][CH2:11][NH:10][C:9]=2[CH:8]=[C:7]([N+:18]([O-:20])=[O:19])[CH:6]=1)=[O:4]. The catalyst class is: 33. Reactant: [CH3:1][O:2][C:3]([C:5]1[C:15]2[O:14][CH2:13][CH2:12][CH2:11][N:10](C=O)[C:9]=2[CH:8]=[C:7]([N+:18]([O-:20])=[O:19])[CH:6]=1)=[O:4].[N+]([NH-])([O-])=O.[OH-].[Na+]. (5) Reactant: [CH2:1]=[C:2]1[CH2:5][CH:4]([C:6]([OH:8])=O)[CH2:3]1.[C:9](Cl)(=[O:13])C(Cl)=O.[CH3:15][N:16](C)C=O.C(N(CC)CC)C. Product: [CH3:9][O:13][N:16]([CH3:15])[C:6]([CH:4]1[CH2:5][C:2](=[CH2:1])[CH2:3]1)=[O:8]. The catalyst class is: 2. (6) Reactant: [CH2:1]([CH:4]1[CH2:9][C:8](=[O:10])[CH2:7][C:6](=[O:11])[CH2:5]1)[CH2:2][CH3:3].[Br:12]Br. Product: [Br:12][CH:7]1[C:6](=[O:11])[CH2:5][CH:4]([CH2:1][CH2:2][CH3:3])[CH2:9][C:8]1=[O:10]. The catalyst class is: 52. (7) Reactant: [Br:1]N1C(=O)CCC1=O.[NH:9]1[C:18]2[C:13](=[CH:14][CH:15]=[CH:16][CH:17]=2)[C:12](=[O:19])[CH2:11][CH2:10]1. Product: [Br:1][C:15]1[CH:14]=[C:13]2[C:18](=[CH:17][CH:16]=1)[NH:9][CH2:10][CH2:11][C:12]2=[O:19]. The catalyst class is: 4. (8) Reactant: [CH3:1][C:2]1[N:3]=[CH:4][C:5]2[C:10]([CH:11]=1)=[C:9]([N+:12]([O-])=O)[CH:8]=[CH:7][CH:6]=2. Product: [CH3:1][C:2]1[N:3]=[CH:4][C:5]2[C:10]([CH:11]=1)=[C:9]([NH2:12])[CH:8]=[CH:7][CH:6]=2. The catalyst class is: 43.